This data is from Full USPTO retrosynthesis dataset with 1.9M reactions from patents (1976-2016). The task is: Predict the reactants needed to synthesize the given product. The reactants are: [OH:1][C:2]1([C:13]2[S:14][CH:15]=[CH:16][N:17]=2)[CH2:7][CH2:6][CH:5]([C:8]([O:10][CH2:11][CH3:12])=[O:9])[CH2:4][CH2:3]1.[Br:18]N1C(=O)CCC1=O.S([O-])([O-])=O.[Na+].[Na+]. Given the product [Br:18][C:15]1[S:14][C:13]([C:2]2([OH:1])[CH2:7][CH2:6][CH:5]([C:8]([O:10][CH2:11][CH3:12])=[O:9])[CH2:4][CH2:3]2)=[N:17][CH:16]=1, predict the reactants needed to synthesize it.